This data is from Catalyst prediction with 721,799 reactions and 888 catalyst types from USPTO. The task is: Predict which catalyst facilitates the given reaction. (1) Reactant: [NH:1]1[C:9]2[C:4](=[CH:5][C:6]([C:10]3[C:14]4[C:15]([NH2:19])=[N:16][CH:17]=[CH:18][C:13]=4[S:12][CH:11]=3)=[CH:7][CH:8]=2)[CH2:3][CH2:2]1.CN(C(ON1N=NC2C=CC=NC1=2)=[N+](C)C)C.F[P-](F)(F)(F)(F)F.[C:44]([C:46]1[CH:47]=[C:48]([CH2:52][C:53](O)=[O:54])[CH:49]=[CH:50][CH:51]=1)#[N:45].CCN(C(C)C)C(C)C. Product: [NH2:19][C:15]1[C:14]2[C:10]([C:6]3[CH:5]=[C:4]4[C:9](=[CH:8][CH:7]=3)[N:1]([C:53](=[O:54])[CH2:52][C:48]3[CH:47]=[C:46]([CH:51]=[CH:50][CH:49]=3)[C:44]#[N:45])[CH2:2][CH2:3]4)=[CH:11][S:12][C:13]=2[CH:18]=[CH:17][N:16]=1. The catalyst class is: 145. (2) Reactant: [C:1](Cl)(Cl)=[O:2].C1(C)C=CC=CC=1.Cl.[CH3:13][O:14][C@@H:15]1[CH2:23][C:22]2[C:17](=[CH:18][CH:19]=[CH:20][CH:21]=2)[C@@H:16]1[NH2:24].C(N(CC)CC)C.Cl.[CH3:33][N:34]1[CH2:39][CH2:38][N:37]([C:40]2[CH:45]=[C:44]([C:46]3[CH:55]=[C:54]4[C:49]([CH2:50][CH2:51][NH:52][CH2:53]4)=[CH:48][CH:47]=3)[N:43]=[C:42]([NH2:56])[N:41]=2)[CH2:36][CH2:35]1. Product: [NH2:56][C:42]1[N:43]=[C:44]([C:46]2[CH:55]=[C:54]3[C:49]([CH2:50][CH2:51][N:52]([C:1]([NH:24][C@H:16]4[C:17]5[C:22](=[CH:21][CH:20]=[CH:19][CH:18]=5)[CH2:23][C@H:15]4[O:14][CH3:13])=[O:2])[CH2:53]3)=[CH:48][CH:47]=2)[CH:45]=[C:40]([N:37]2[CH2:36][CH2:35][N:34]([CH3:33])[CH2:39][CH2:38]2)[N:41]=1. The catalyst class is: 841. (3) Reactant: CCN(C(C)C)C(C)C.[CH3:10][C:11]1([N:17]2[CH2:22][CH2:21][CH:20]([NH:23][C:24]3[CH:29]=[C:28]([C:30]([F:33])([F:32])[F:31])[CH:27]=[CH:26][C:25]=3[OH:34])[CH2:19][CH2:18]2)[CH2:16][CH2:15][O:14][CH2:13][CH2:12]1.[Cl:35][C:36](Cl)([O:38]C(=O)OC(Cl)(Cl)Cl)Cl. Product: [ClH:35].[CH3:10][C:11]1([N:17]2[CH2:22][CH2:21][CH:20]([N:23]3[C:24]4[CH:29]=[C:28]([C:30]([F:32])([F:33])[F:31])[CH:27]=[CH:26][C:25]=4[O:34][C:36]3=[O:38])[CH2:19][CH2:18]2)[CH2:12][CH2:13][O:14][CH2:15][CH2:16]1. The catalyst class is: 2. (4) Reactant: [CH2:1]1[CH2:5][O:4][CH2:3][CH2:2]1.[N+](CCCC)(CCCC)(CCCC)CCCC.[F-].[O-]S(C(F)(F)F)(=O)=O.[C:32]1([I+][C:32]2[CH:37]=[C:36]([Si](C)(C)C)[C:35]([Si](C)(C)C)=[CH:34][C:33]=2[Si](C)(C)C)[CH:37]=[CH:36][CH:35]=[CH:34][CH:33]=1.C[Si](C)(C)C1C([Si](C)(C)C)=COC=1. Product: [O:4]1[CH:5]2[C:32]3[C:37]([CH:3]1[CH:2]=[CH:1]2)=[CH:36][CH:35]=[CH:34][CH:33]=3. The catalyst class is: 4. (5) Reactant: [OH:1][CH:2]1[CH2:6][CH2:5][C:4]([CH2:7][CH2:8][CH2:9][CH2:10][PH:11](=[O:15])[O:12][CH2:13][CH3:14])=[CH:3]1.[Si:16](Cl)([C:19]([CH3:22])([CH3:21])[CH3:20])([CH3:18])[CH3:17].C(N(CC)CC)C. The catalyst class is: 239. Product: [Si:16]([O:1][CH:2]1[CH2:6][CH2:5][C:4]([CH2:7][CH2:8][CH2:9][CH2:10][PH:11](=[O:15])[O:12][CH2:13][CH3:14])=[CH:3]1)([C:19]([CH3:22])([CH3:21])[CH3:20])([CH3:18])[CH3:17]. (6) The catalyst class is: 151. Product: [C:1]([O:4][CH2:5][C:6]1[C:7]([N:22]2[C:34](=[O:35])[C:33]3[N:25]([C:26]4[CH:27]5[CH2:36][CH:30]([C:31]=4[CH:32]=3)[CH2:29][CH2:28]5)[CH2:24][CH2:23]2)=[CH:8][C:9]([F:21])=[CH:10][C:11]=1[C:38]1[CH:39]=[C:40]([NH:46][C:47]2[CH:52]=[CH:51][C:50]([N:53]3[CH2:58][CH2:57][N:56]([CH:59]4[CH2:60][O:61][CH2:62]4)[CH2:55][CH2:54]3)=[CH:49][N:48]=2)[C:41](=[O:45])[N:42]([CH3:44])[CH:43]=1)(=[O:3])[CH3:2]. Reactant: [C:1]([O:4][CH2:5][C:6]1[C:11](B2OC(C)(C)C(C)(C)O2)=[CH:10][C:9]([F:21])=[CH:8][C:7]=1[N:22]1[C:34](=[O:35])[C:33]2[N:25]([C:26]3[CH:27]4[CH2:36][CH:30]([C:31]=3[CH:32]=2)[CH2:29][CH2:28]4)[CH2:24][CH2:23]1)(=[O:3])[CH3:2].Br[C:38]1[CH:39]=[C:40]([NH:46][C:47]2[CH:52]=[CH:51][C:50]([N:53]3[CH2:58][CH2:57][N:56]([CH:59]4[CH2:62][O:61][CH2:60]4)[CH2:55][CH2:54]3)=[CH:49][N:48]=2)[C:41](=[O:45])[N:42]([CH3:44])[CH:43]=1.C([O-])([O-])=O.[Na+].[Na+].O.